This data is from Reaction yield outcomes from USPTO patents with 853,638 reactions. The task is: Predict the reaction yield, written as a fraction of the theoretical maximum amount of product (1.0 means a 100% yield; for example, 0.34 means a 34% yield). (1) The reactants are Cl[C:2]1[CH:7]=[C:6]([CH2:8][CH3:9])[N:5]=[C:4]([C:10]2[CH:15]=[CH:14][CH:13]=[C:12]([Cl:16])[CH:11]=2)[N:3]=1.[NH2:17][C:18]1[O:19][C:20]([CH2:23][C:24]([O:26][CH3:27])=[O:25])=[CH:21][N:22]=1.C1C=CC(P(C2C(C3C(P(C4C=CC=CC=4)C4C=CC=CC=4)=CC=C4C=3C=CC=C4)=C3C(C=CC=C3)=CC=2)C2C=CC=CC=2)=CC=1.C(=O)([O-])[O-].[Cs+].[Cs+]. The catalyst is O1CCOCC1.C([O-])(=O)C.[Pd+2].C([O-])(=O)C. The product is [Cl:16][C:12]1[CH:11]=[C:10]([C:4]2[N:3]=[C:2]([NH:17][C:18]3[O:19][C:20]([CH2:23][C:24]([O:26][CH3:27])=[O:25])=[CH:21][N:22]=3)[CH:7]=[C:6]([CH2:8][CH3:9])[N:5]=2)[CH:15]=[CH:14][CH:13]=1. The yield is 0.340. (2) The reactants are [N+:1]([C:4]1[CH:5]=[CH:6][C:7]2[NH:12][CH2:11][CH2:10][S:9][C:8]=2[CH:13]=1)([O-:3])=[O:2].Cl.Cl[CH2:16][CH2:17][CH:18]1[CH2:22][CH2:21][CH2:20][N:19]1[CH3:23]. The catalyst is [Br-].C([N+](CCCC)(CCCC)CCCC)CCC.ClCCl.[OH-].[Na+].O. The product is [CH3:23][N:19]1[CH2:20][CH2:21][CH2:22][CH:18]1[CH2:17][CH2:16][N:12]1[CH2:11][CH2:10][S:9][C:8]2[CH:13]=[C:4]([N+:1]([O-:3])=[O:2])[CH:5]=[CH:6][C:7]1=2. The yield is 0.528. (3) The reactants are Br[C:2]1[CH:3]=[C:4]([C:9]2[CH:14]=[C:13]([Cl:15])[N:12]=[CH:11][C:10]=2[NH2:16])[C:5]([F:8])=[N:6][CH:7]=1.Br.[N:18]1([CH2:24][C:25]2[CH:30]=[CH:29][C:28](B(O)O)=[CH:27][CH:26]=2)[CH2:23][CH2:22][CH2:21][CH2:20][CH2:19]1. The catalyst is C(#N)C.[F-].[K+].O.Cl[Pd](Cl)([P](C1C=CC=CC=1)(C1C=CC=CC=1)C1C=CC=CC=1)[P](C1C=CC=CC=1)(C1C=CC=CC=1)C1C=CC=CC=1. The product is [Cl:15][C:13]1[N:12]=[CH:11][C:10]([NH2:16])=[C:9]([C:4]2[C:5]([F:8])=[N:6][CH:7]=[C:2]([C:28]3[CH:27]=[CH:26][C:25]([CH2:24][N:18]4[CH2:23][CH2:22][CH2:21][CH2:20][CH2:19]4)=[CH:30][CH:29]=3)[CH:3]=2)[CH:14]=1. The yield is 0.540. (4) The product is [F:6][C:7]1[CH:14]=[CH:13][C:10]([CH:11]=[CH2:1])=[CH:9][C:8]=1[O:15][CH3:16]. The reactants are [CH2:1]([Li])CCC.[F:6][C:7]1[CH:14]=[CH:13][C:10]([CH:11]=O)=[CH:9][C:8]=1[O:15][CH3:16]. The yield is 0.900. The catalyst is [Br-].C[P+](C1C=CC=CC=1)(C1C=CC=CC=1)C1C=CC=CC=1.C1COCC1. (5) The reactants are [N+:1]([C:4]1[CH:12]=[CH:11][C:7]([C:8]([NH2:10])=[O:9])=[CH:6][C:5]=1[N:13]1[CH2:17][CH2:16][CH2:15][CH2:14]1)([O-])=O. The catalyst is [Pd].C(O)C. The product is [NH2:1][C:4]1[CH:12]=[CH:11][C:7]([C:8]([NH2:10])=[O:9])=[CH:6][C:5]=1[N:13]1[CH2:17][CH2:16][CH2:15][CH2:14]1. The yield is 0.990.